Dataset: Forward reaction prediction with 1.9M reactions from USPTO patents (1976-2016). Task: Predict the product of the given reaction. (1) Given the reactants [F:1][C:2]1[CH:11]=[C:10]2[C:5]([C@H:6]([O:13][C:14]3[CH:15]=[CH:16][C:17]4[N:18]([C:20]([CH:23]([CH3:25])[CH3:24])=[N:21][N:22]=4)[CH:19]=3)[CH2:7][CH2:8][C@@H:9]2[NH2:12])=[CH:4][CH:3]=1.ClC(Cl)(Cl)C[O:29][C:30](=O)[NH:31][C:32]1[N:33]([CH3:41])[N:34]=[C:35]([C:37]([CH3:40])([CH3:39])[CH3:38])[CH:36]=1.CCN(C(C)C)C(C)C, predict the reaction product. The product is: [C:37]([C:35]1[CH:36]=[C:32]([NH:31][C:30]([NH:12][C@@H:9]2[C:10]3[C:5](=[CH:4][CH:3]=[C:2]([F:1])[CH:11]=3)[C@H:6]([O:13][C:14]3[CH:15]=[CH:16][C:17]4[N:18]([C:20]([CH:23]([CH3:25])[CH3:24])=[N:21][N:22]=4)[CH:19]=3)[CH2:7][CH2:8]2)=[O:29])[N:33]([CH3:41])[N:34]=1)([CH3:40])([CH3:38])[CH3:39]. (2) Given the reactants [NH:1]1[C:5]2=[CH:6][N:7]=[CH:8][CH:9]=[C:4]2[CH:3]=[C:2]1[C:10](=[N:12][OH:13])[CH3:11].[H-].[Na+].[C:16]([NH:23][CH2:24][CH2:25][CH2:26]Cl)([O:18][C:19]([CH3:22])([CH3:21])[CH3:20])=[O:17], predict the reaction product. The product is: [C:11]1([C:10](=[N:12][O:13][CH2:26][CH2:25][CH2:24][NH:23][C:16](=[O:17])[O:18][C:19]([CH3:22])([CH3:21])[CH3:20])[C:2]2[NH:1][C:5]3=[CH:6][N:7]=[CH:8][CH:9]=[C:4]3[CH:3]=2)[CH:11]=[CH:10][CH:2]=[CH:3][CH:4]=1. (3) Given the reactants [NH:1]1[C:9](=[O:10])[C:8]2[C:4]([N:5]=[CH:6][N:7]=2)=[N:3][C:2]1=[N:11][NH2:12].[CH3:13][O:14][C:15]1[CH:20]=[CH:19][C:18]([C:21]2[O:25][N:24]=[C:23]([CH2:26][CH2:27][CH:28]=O)[N:22]=2)=[CH:17][CH:16]=1, predict the reaction product. The product is: [CH3:13][O:14][C:15]1[CH:16]=[CH:17][C:18]([C:21]2[O:25][N:24]=[C:23]([CH2:26][CH2:27][C:28]3[N:1]4[C:9](=[O:10])[C:8]5[NH:7][CH:6]=[N:5][C:4]=5[N:3]([CH2:17][CH2:16][CH2:15][CH2:20][CH3:19])[C:2]4=[N:11][N:12]=3)[N:22]=2)=[CH:19][CH:20]=1. (4) Given the reactants [CH2:1]([N:8]1[CH2:13][CH2:12][CH2:11][C:10]([OH:18])([C:14]([O:16][CH3:17])=[O:15])[CH2:9]1)[C:2]1[CH:7]=CC=CC=1.[C:19]([O:23][C:24]([N:26]1CCC(=O)[CH2:28][CH2:27]1)=[O:25])([CH3:22])([CH3:21])[CH3:20].C(O[BH-](OC(=O)C)OC(=O)C)(=O)C.[Na+].C(=O)([O-])O.[Na+], predict the reaction product. The product is: [OH:18][C:10]1([C:14]([O:16][CH3:17])=[O:15])[CH2:11][CH2:12][CH2:13][N:8]([CH:1]2[CH2:2][CH2:7][N:26]([C:24]([O:23][C:19]([CH3:22])([CH3:21])[CH3:20])=[O:25])[CH2:27][CH2:28]2)[CH2:9]1. (5) Given the reactants [Cl:1][C:2]1[CH:11]=[CH:10][CH:9]=[C:8]2[C:3]=1[CH:4]=[C:5]([C:16]([OH:18])=O)[C:6](=[O:15])[N:7]2[CH:12]([CH3:14])[CH3:13].C(Cl)(=O)C(Cl)=O.CN(C)C=O.[NH2:30][CH2:31][CH:32]1[CH2:37][CH2:36][N:35]([CH2:38][C:39]2([OH:45])[CH2:44][CH2:43][O:42][CH2:41][CH2:40]2)[CH2:34][CH2:33]1, predict the reaction product. The product is: [Cl:1][C:2]1[CH:11]=[CH:10][CH:9]=[C:8]2[C:3]=1[CH:4]=[C:5]([C:16]([NH:30][CH2:31][CH:32]1[CH2:37][CH2:36][N:35]([CH2:38][C:39]3([OH:45])[CH2:44][CH2:43][O:42][CH2:41][CH2:40]3)[CH2:34][CH2:33]1)=[O:18])[C:6](=[O:15])[N:7]2[CH:12]([CH3:13])[CH3:14].